This data is from Full USPTO retrosynthesis dataset with 1.9M reactions from patents (1976-2016). The task is: Predict the reactants needed to synthesize the given product. (1) Given the product [CH:24]([CH:21]1[CH2:22][CH2:23][N:18]([C:11]([O:13][C:14]([CH3:17])([CH3:16])[CH3:15])=[O:12])[CH2:19][CH2:20]1)=[O:25], predict the reactants needed to synthesize it. The reactants are: CS(C)=O.C(Cl)(=O)C(Cl)=O.[C:11]([N:18]1[CH2:23][CH2:22][CH:21]([CH2:24][OH:25])[CH2:20][CH2:19]1)([O:13][C:14]([CH3:17])([CH3:16])[CH3:15])=[O:12].C(N(CC)CC)C.[NH4+].[Cl-]. (2) Given the product [NH2:12][CH2:11][CH2:10][C:3]1[C:4]2[C:9](=[CH:8][CH:7]=[N:6][CH:5]=2)[NH:1][CH:2]=1, predict the reactants needed to synthesize it. The reactants are: [NH:1]1[C:9]2[CH:8]=[CH:7][N:6]=[CH:5][C:4]=2[C:3]([CH2:10][C:11]#[N:12])=[CH:2]1.[H][H]. (3) The reactants are: [NH2:1][C:2]1[NH:6][C:5]2[CH:7]=[CH:8][C:9]([C:11]([OH:13])=O)=[CH:10][C:4]=2[N:3]=1.[NH:14]1[CH2:19][CH2:18][CH2:17][C@@H:16]2[C:20]3[CH:21]=[CH:22][CH:23]=[CH:24][C:25]=3[CH2:26][C@H:15]12.F[P-](F)(F)(F)(F)F.N1(OC(N(C)C)=[N+](C)C)C2N=CC=CC=2N=N1. Given the product [NH2:1][C:2]1[NH:6][C:5]2[CH:7]=[CH:8][C:9]([C:11]([N:14]3[CH2:19][CH2:18][CH2:17][C@@H:16]4[C:20]5[CH:21]=[CH:22][CH:23]=[CH:24][C:25]=5[CH2:26][C@H:15]34)=[O:13])=[CH:10][C:4]=2[N:3]=1, predict the reactants needed to synthesize it.